From a dataset of Forward reaction prediction with 1.9M reactions from USPTO patents (1976-2016). Predict the product of the given reaction. (1) Given the reactants [CH3:1][NH:2][C:3]([NH2:5])=[O:4].C[O-].[Na+].C(O[C:12](=[O:27])[CH:13]([CH2:19][C:20]1[CH:25]=[CH:24][CH:23]=[C:22]([Cl:26])[CH:21]=1)[C:14]([O:16]CC)=O)C.O, predict the reaction product. The product is: [Cl:26][C:22]1[CH:21]=[C:20]([CH:25]=[CH:24][CH:23]=1)[CH2:19][CH:13]1[C:12](=[O:27])[N:2]([CH3:1])[C:3](=[O:4])[NH:5][C:14]1=[O:16]. (2) Given the reactants [Cl:1][C:2]1[CH:7]=[CH:6][C:5]([C:8]2[N:12](COCC[Si](C)(C)C)[N:11]=[CH:10][C:9]=2[C:21]2[CH:26]=[CH:25][N:24]=[CH:23][CH:22]=2)=[CH:4][CH:3]=1.BrC1C(C2C=CN=CC=2)=C(C2C=CC(F)=CC=2)NN=1.[CH2:46]1[C@@H:54]2[N:49]([CH2:50][CH2:51][C:52](=O)[CH2:53]2)[CH2:48][CH2:47]1, predict the reaction product. The product is: [Cl:1][C:2]1[CH:3]=[CH:4][C:5]([C:8]2[NH:12][N:11]=[C:10]([C:52]3[CH2:53][C@H:54]4[N:49]([CH2:48][CH2:47][CH2:46]4)[CH2:50][CH:51]=3)[C:9]=2[C:21]2[CH:26]=[CH:25][N:24]=[CH:23][CH:22]=2)=[CH:6][CH:7]=1. (3) Given the reactants [Cl:1][C:2]1[CH:7]=[C:6]([O:8][C:9]2[C:10]3[S:17][CH:16]=[CH:15][C:11]=3[N:12]=[CH:13][N:14]=2)[CH:5]=[CH:4][C:3]=1[NH2:18].O1CCN(CCNC(C2SC3C(OC4C=CC(N[C:47]([NH:49][C:50](=[O:58])[CH2:51][C:52]5[CH:57]=[CH:56][CH:55]=[CH:54][CH:53]=5)=[S:48])=CC=4F)=NC=NC=3C=2)=O)CC1, predict the reaction product. The product is: [Cl:1][C:2]1[CH:7]=[C:6]([O:8][C:9]2[C:10]3[S:17][CH:16]=[CH:15][C:11]=3[N:12]=[CH:13][N:14]=2)[CH:5]=[CH:4][C:3]=1[NH:18][C:47]([NH:49][C:50](=[O:58])[CH2:51][C:52]1[CH:53]=[CH:54][CH:55]=[CH:56][CH:57]=1)=[S:48]. (4) Given the reactants [NH2:1][C:2]1[CH:3]=[C:4]2[C:8](=[CH:9][CH:10]=1)[N:7]([C:11]1[CH:16]=[CH:15][C:14]([NH2:17])=[CH:13][CH:12]=1)[N:6]=[CH:5]2.[OH:18][CH:19]1[CH2:24][CH2:23][N:22]([C:25]2[CH:33]=[CH:32][C:28]([C:29]([O-])=[O:30])=[CH:27][CH:26]=2)[CH2:21][CH2:20]1, predict the reaction product. The product is: [NH2:17][C:14]1[CH:15]=[CH:16][C:11]([N:7]2[C:8]3[C:4](=[CH:3][C:2]([NH:1][C:29](=[O:30])[C:28]4[CH:27]=[CH:26][C:25]([N:22]5[CH2:23][CH2:24][CH:19]([OH:18])[CH2:20][CH2:21]5)=[CH:33][CH:32]=4)=[CH:10][CH:9]=3)[CH:5]=[N:6]2)=[CH:12][CH:13]=1.